The task is: Regression. Given two drug SMILES strings and cell line genomic features, predict the synergy score measuring deviation from expected non-interaction effect.. This data is from NCI-60 drug combinations with 297,098 pairs across 59 cell lines. (1) Drug 1: C1=CC=C(C(=C1)C(C2=CC=C(C=C2)Cl)C(Cl)Cl)Cl. Drug 2: CN1C2=C(C=C(C=C2)N(CCCl)CCCl)N=C1CCCC(=O)O.Cl. Cell line: NCIH23. Synergy scores: CSS=2.47, Synergy_ZIP=-2.64, Synergy_Bliss=-0.565, Synergy_Loewe=-1.19, Synergy_HSA=-1.30. (2) Drug 1: CS(=O)(=O)OCCCCOS(=O)(=O)C. Drug 2: C(CN)CNCCSP(=O)(O)O. Cell line: UACC62. Synergy scores: CSS=4.99, Synergy_ZIP=-1.18, Synergy_Bliss=0.384, Synergy_Loewe=-4.66, Synergy_HSA=-2.00. (3) Drug 1: C1=CC(=CC=C1C#N)C(C2=CC=C(C=C2)C#N)N3C=NC=N3. Drug 2: C(CN)CNCCSP(=O)(O)O. Cell line: TK-10. Synergy scores: CSS=3.31, Synergy_ZIP=1.54, Synergy_Bliss=1.36, Synergy_Loewe=1.45, Synergy_HSA=0.551. (4) Drug 1: C1CN1C2=NC(=NC(=N2)N3CC3)N4CC4. Drug 2: N.N.Cl[Pt+2]Cl. Cell line: CCRF-CEM. Synergy scores: CSS=86.6, Synergy_ZIP=1.75, Synergy_Bliss=1.82, Synergy_Loewe=2.74, Synergy_HSA=6.26. (5) Drug 1: CN(CCCl)CCCl.Cl. Drug 2: COC1=C2C(=CC3=C1OC=C3)C=CC(=O)O2. Cell line: ACHN. Synergy scores: CSS=54.9, Synergy_ZIP=-0.993, Synergy_Bliss=-2.04, Synergy_Loewe=-18.9, Synergy_HSA=-1.54.